From a dataset of Full USPTO retrosynthesis dataset with 1.9M reactions from patents (1976-2016). Predict the reactants needed to synthesize the given product. (1) Given the product [Cl:20][C:21]1[N:26]=[C:25]([N:27]([C:43]([O:45][C:46]([CH3:49])([CH3:48])[CH3:47])=[O:44])[N:28]([C:29]([O:31][C:32]([CH3:33])([CH3:34])[CH3:35])=[O:30])[C:36]([O:38][C:39]([CH3:40])([CH3:41])[CH3:42])=[O:37])[C:24]([F:50])=[C:23]([N:5]2[CH2:6][CH2:7][CH:3]([N:2]([CH3:10])[CH3:1])[C:4]2([CH3:9])[CH3:8])[N:22]=1, predict the reactants needed to synthesize it. The reactants are: [CH3:1][N:2]([CH3:10])[CH:3]1[CH2:7][CH2:6][NH:5][C:4]1([CH3:9])[CH3:8].C(N(CC)C(C)C)(C)C.[Cl:20][C:21]1[N:26]=[C:25]([N:27]([C:43]([O:45][C:46]([CH3:49])([CH3:48])[CH3:47])=[O:44])[N:28]([C:36]([O:38][C:39]([CH3:42])([CH3:41])[CH3:40])=[O:37])[C:29]([O:31][C:32]([CH3:35])([CH3:34])[CH3:33])=[O:30])[C:24]([F:50])=[C:23](Cl)[N:22]=1. (2) Given the product [CH3:7][O:8][C:9]1[CH:10]=[CH:11][CH:12]=[C:13]2[C:17]=1[N:16]([CH2:18][CH2:19][CH2:20][N:21]1[CH2:26][CH2:25][CH:24]([O:27][CH2:28][CH2:29][CH3:30])[CH2:23][CH2:22]1)[CH:15]=[C:14]2[CH:31]([OH:33])[CH3:32], predict the reactants needed to synthesize it. The reactants are: [H-].[H-].[H-].[H-].[Li+].[Al+3].[CH3:7][O:8][C:9]1[CH:10]=[CH:11][CH:12]=[C:13]2[C:17]=1[N:16]([CH2:18][CH2:19][CH2:20][N:21]1[CH2:26][CH2:25][CH:24]([O:27][CH2:28][CH2:29][CH3:30])[CH2:23][CH2:22]1)[CH:15]=[C:14]2[C:31](=[O:33])[CH3:32]. (3) Given the product [N:24]1([C:22]2[N:23]=[C:18]3[CH:17]=[CH:16][C:15]([NH:14][C:13]([C:12]4[N:8]([CH3:7])[N:9]=[CH:10][C:11]=4[C:30]([N:1]4[CH2:6][CH2:5][O:4][CH2:3][CH2:2]4)=[O:31])=[O:29])=[CH:20][N:19]3[N:21]=2)[CH2:28][CH2:27][CH2:26][CH2:25]1, predict the reactants needed to synthesize it. The reactants are: [NH:1]1[CH2:6][CH2:5][O:4][CH2:3][CH2:2]1.[CH3:7][N:8]1[C:12]([C:13](=[O:29])[NH:14][C:15]2[CH:16]=[CH:17][C:18]3[N:19]([N:21]=[C:22]([N:24]4[CH2:28][CH2:27][CH2:26][CH2:25]4)[N:23]=3)[CH:20]=2)=[C:11]([C:30](O)=[O:31])[CH:10]=[N:9]1. (4) Given the product [Cl:18][C:19]1[CH:20]=[C:21]([CH:27]=[CH:28][C:29]=1[N:30]1[CH2:31][CH2:32][N:33]([CH2:2][C:3]2[CH:12]=[N:11][C:10]3[N:9]4[CH2:13][CH2:14][CH2:15][C@H:8]4[C:7](=[O:16])[NH:6][C:5]=3[CH:4]=2)[CH2:34][CH2:35]1)[C:22]([NH:24][CH2:25][CH3:26])=[O:23], predict the reactants needed to synthesize it. The reactants are: O[CH2:2][C:3]1[CH:12]=[N:11][C:10]2[N:9]3[CH2:13][CH2:14][CH2:15][C@H:8]3[C:7](=[O:16])[NH:6][C:5]=2[CH:4]=1.Cl.[Cl:18][C:19]1[CH:20]=[C:21]([CH:27]=[CH:28][C:29]=1[N:30]1[CH2:35][CH2:34][NH:33][CH2:32][CH2:31]1)[C:22]([NH:24][CH2:25][CH3:26])=[O:23].[I-].C(C[P+](C)(C)C)#N.C(N(CC)C(C)C)(C)C.